Dataset: Reaction yield outcomes from USPTO patents with 853,638 reactions. Task: Predict the reaction yield, written as a fraction of the theoretical maximum amount of product (1.0 means a 100% yield; for example, 0.34 means a 34% yield). The catalyst is O1CCCC1. The product is [CH2:1]([O:8][C:9]1[CH:10]=[C:11]([CH:33]([OH:34])[C:32]2[CH:35]=[CH:36][C:29]([CH3:28])=[CH:30][CH:31]=2)[CH:12]=[C:13]2[C:18]=1[N:17]=[CH:16][NH:15][C:14]2=[O:19])[C:2]1[CH:7]=[CH:6][CH:5]=[CH:4][CH:3]=1. The reactants are [CH2:1]([O:8][C:9]1[CH:10]=[C:11](I)[CH:12]=[C:13]2[C:18]=1[N:17]=[CH:16][NH:15][C:14]2=[O:19])[C:2]1[CH:7]=[CH:6][CH:5]=[CH:4][CH:3]=1.C[Li].C([Li])(C)(C)C.[CH3:28][C:29]1[CH:36]=[CH:35][C:32]([CH:33]=[O:34])=[CH:31][CH:30]=1. The yield is 0.100.